Dataset: Forward reaction prediction with 1.9M reactions from USPTO patents (1976-2016). Task: Predict the product of the given reaction. (1) Given the reactants Br[C:2]1[CH:3]=[CH:4][C:5]([C:8]([O:10][CH3:11])=[O:9])=[N:6][CH:7]=1.CC1(C)C(C)(C)OB([C:20]2[CH2:25][CH2:24][N:23]([C:26]([O:28][C:29]([CH3:32])([CH3:31])[CH3:30])=[O:27])[CH2:22][CH:21]=2)O1.C(=O)([O-])[O-].[Na+].[Na+].C(OCC)(=O)C, predict the reaction product. The product is: [C:29]([O:28][C:26]([N:23]1[CH2:22][CH:21]=[C:20]([C:2]2[CH:3]=[CH:4][C:5]([C:8]([O:10][CH3:11])=[O:9])=[N:6][CH:7]=2)[CH2:25][CH2:24]1)=[O:27])([CH3:32])([CH3:30])[CH3:31]. (2) Given the reactants [C:1]([OH:9])(=O)[C:2]1[CH:7]=[CH:6][CH:5]=[N:4][CH:3]=1.C1C=CC2N(O)N=NC=2C=1.CCN=C=NCCCN(C)C.Cl.CCN(CC)CC.[CH3:39][O:40][C:41]1[CH:50]=[C:49]([O:51][CH3:52])[CH:48]=[C:47]2[C:42]=1[C:43](=[O:65])[NH:44][C:45]([C:53]1[CH:58]=[CH:57][C:56]([N:59]3[CH2:64][CH2:63][NH:62][CH2:61][CH2:60]3)=[CH:55][CH:54]=1)=[N:46]2, predict the reaction product. The product is: [CH3:39][O:40][C:41]1[CH:50]=[C:49]([O:51][CH3:52])[CH:48]=[C:47]2[C:42]=1[C:43](=[O:65])[NH:44][C:45]([C:53]1[CH:58]=[CH:57][C:56]([N:59]3[CH2:60][CH2:61][N:62]([C:1](=[O:9])[C:2]4[CH:7]=[CH:6][CH:5]=[N:4][CH:3]=4)[CH2:63][CH2:64]3)=[CH:55][CH:54]=1)=[N:46]2. (3) Given the reactants C([O:3][C:4](=O)[C:5]([C:12]1[CH:17]=[CH:16][C:15]([Br:18])=[CH:14][CH:13]=1)([CH3:11])[C:6](OCC)=[O:7])C.[H-].[Al+3].[Li+].[H-].[H-].[H-], predict the reaction product. The product is: [Br:18][C:15]1[CH:14]=[CH:13][C:12]([C:5]([CH3:11])([CH2:6][OH:7])[CH2:4][OH:3])=[CH:17][CH:16]=1. (4) Given the reactants [O:1]=[C:2]1[CH2:10][CH2:9][CH2:8][C:7]2[NH:6][N:5]=[C:4]([C:11]([OH:13])=O)[C:3]1=2.Cl.CN(C)CCCN=C=NCC.[CH2:26]([N:28]([CH2:40][CH3:41])[CH2:29][CH2:30][CH2:31][O:32][C:33]1[N:38]=[CH:37][C:36]([NH2:39])=[CH:35][CH:34]=1)[CH3:27].[Na+].[Cl-].C(=O)([O-])[O-].[Na+].[Na+], predict the reaction product. The product is: [CH2:40]([N:28]([CH2:26][CH3:27])[CH2:29][CH2:30][CH2:31][O:32][C:33]1[N:38]=[CH:37][C:36]([NH:39][C:11]([C:4]2[C:3]3[C:2](=[O:1])[CH2:10][CH2:9][CH2:8][C:7]=3[NH:6][N:5]=2)=[O:13])=[CH:35][CH:34]=1)[CH3:41]. (5) The product is: [CH2:1]([O:3][C:4]([CH:6]1[CH2:10][CH2:9][CH2:8][CH:7]1[NH:11][CH2:12][CH2:13][CH:14]([CH3:15])[CH3:16])=[O:5])[CH3:2]. Given the reactants [CH2:1]([O:3][C:4]([C@@H:6]1[CH2:10][CH2:9][CH2:8][C@@H:7]1[NH:11][CH2:12][CH2:13][CH:14]([CH3:16])[CH3:15])=[O:5])[CH3:2].C(OC([C@@H]1CCC[C@H]1NCCC(C)C)=O)C, predict the reaction product. (6) Given the reactants C(OC(=O)[NH:7][C:8]1[C:17]2[C:12](=[CH:13][CH:14]=[CH:15][CH:16]=2)[C:11]([O:18][CH2:19][C:20]#[N:21])=[CH:10][CH:9]=1)(C)(C)C.FC(F)(F)C(O)=O.C(OCC)(=O)C, predict the reaction product. The product is: [NH2:7][C:8]1[C:17]2[C:12](=[CH:13][CH:14]=[CH:15][CH:16]=2)[C:11]([O:18][CH2:19][C:20]#[N:21])=[CH:10][CH:9]=1. (7) Given the reactants CS(O[CH2:6][CH2:7][C@H:8]1[O:14][C@H:13]([C:15]2[C:20](F)=[CH:19][CH:18]=[C:17]([O:22][CH3:23])[C:16]=2[O:24][CH3:25])[C:12]2[CH:26]=[C:27]([Cl:30])[CH:28]=[CH:29][C:11]=2[N:10]2[CH:31]=[CH:32][CH:33]=[C:9]12)(=O)=O.[N-:34]=[N+:35]=[N-:36].[Na+], predict the reaction product. The product is: [N:34]([CH2:6][CH2:7][C@H:8]1[O:14][C@H:13]([C:15]2[CH:20]=[CH:19][CH:18]=[C:17]([O:22][CH3:23])[C:16]=2[O:24][CH3:25])[C:12]2[CH:26]=[C:27]([Cl:30])[CH:28]=[CH:29][C:11]=2[N:10]2[CH:31]=[CH:32][CH:33]=[C:9]12)=[N+:35]=[N-:36].